Task: Predict the reactants needed to synthesize the given product.. Dataset: Full USPTO retrosynthesis dataset with 1.9M reactions from patents (1976-2016) Given the product [Cl:26][C:23]1[CH:24]=[CH:25][C:20]([C:18]([NH:17][CH:13]([CH2:12][C:7]2[C:5]3[C:4](=[CH:3][CH:2]=[CH:1][CH:6]=3)[NH:11][C:9](=[O:10])[CH:8]=2)[C:14]([O:16][CH2:28][CH2:29][CH2:30][CH2:31][CH2:32][CH3:33])=[O:15])=[O:19])=[CH:21][CH:22]=1, predict the reactants needed to synthesize it. The reactants are: [CH:1]1[CH:2]=[CH:3][C:4]2[NH:11][C:9](=[O:10])[CH:8]=[C:7]([CH2:12][CH:13]([NH:17][C:18]([C:20]3[CH:21]=[CH:22][C:23]([Cl:26])=[CH:24][CH:25]=3)=[O:19])[C:14]([OH:16])=[O:15])[C:5]=2[CH:6]=1.Br[CH2:28][CH2:29][CH2:30][CH2:31][CH2:32][CH3:33].